Dataset: Full USPTO retrosynthesis dataset with 1.9M reactions from patents (1976-2016). Task: Predict the reactants needed to synthesize the given product. (1) Given the product [F:1][C:2]1[CH:3]=[CH:4][C:5]([C:8]2([C:15]#[N:16])[CH2:9][CH2:10][C:11]3([O:19][CH2:18][CH2:17][O:14]3)[CH2:12][CH2:13]2)=[CH:6][CH:7]=1, predict the reactants needed to synthesize it. The reactants are: [F:1][C:2]1[CH:7]=[CH:6][C:5]([C:8]2([C:15]#[N:16])[CH2:13][CH2:12][C:11](=[O:14])[CH2:10][CH2:9]2)=[CH:4][CH:3]=1.[CH2:17](O)[CH2:18][OH:19].C1(C)C=CC(S(O)(=O)=O)=CC=1. (2) Given the product [Cl:1][C:2]1[CH:14]=[CH:13][C:5]([C:6]([NH:16][NH2:17])=[S:7])=[CH:4][CH:3]=1, predict the reactants needed to synthesize it. The reactants are: [Cl:1][C:2]1[CH:14]=[CH:13][C:5]([C:6](SCC(O)=O)=[S:7])=[CH:4][CH:3]=1.O.[NH2:16][NH2:17].C(O)(=O)C.